This data is from Full USPTO retrosynthesis dataset with 1.9M reactions from patents (1976-2016). The task is: Predict the reactants needed to synthesize the given product. (1) Given the product [CH2:39]([O:38][C:36]([C:35]1[CH:41]=[CH:42][C:32]([C:29]2[CH:30]=[CH:31][C:26]([N:23]3[CH2:24][CH2:25][CH:20]([CH2:19][C:13]4[N:12]=[C:11]([C:9]([NH:8][CH2:7][C:6]([OH:43])=[O:5])=[O:10])[C:16]([OH:17])=[C:15]([CH3:18])[N:14]=4)[CH2:21][CH2:22]3)=[CH:27][CH:28]=2)=[N:33][CH:34]=1)=[O:37])[CH3:40], predict the reactants needed to synthesize it. The reactants are: C([O:5][C:6](=[O:43])[CH2:7][NH:8][C:9]([C:11]1[C:16]([OH:17])=[C:15]([CH3:18])[N:14]=[C:13]([CH2:19][CH:20]2[CH2:25][CH2:24][N:23]([C:26]3[CH:31]=[CH:30][C:29]([C:32]4[CH:42]=[CH:41][C:35]([C:36]([O:38][CH2:39][CH3:40])=[O:37])=[CH:34][N:33]=4)=[CH:28][CH:27]=3)[CH2:22][CH2:21]2)[N:12]=1)=[O:10])(C)(C)C.FC(F)(F)C(O)=O.Cl. (2) Given the product [F:11][C:12]1[C:21]([I:22])=[C:20]([CH3:23])[CH:19]=[CH:18][C:13]=1[C:14](=[N:15][OH:16])[NH:8][CH2:7][C:6]1[CH:9]=[CH:10][C:3]([O:2][CH3:1])=[CH:4][CH:5]=1, predict the reactants needed to synthesize it. The reactants are: [CH3:1][O:2][C:3]1[CH:10]=[CH:9][C:6]([CH2:7][NH2:8])=[CH:5][CH:4]=1.[F:11][C:12]1[C:21]([I:22])=[C:20]([CH3:23])[CH:19]=[CH:18][C:13]=1[C:14](Cl)=[N:15][OH:16].O.